Dataset: Full USPTO retrosynthesis dataset with 1.9M reactions from patents (1976-2016). Task: Predict the reactants needed to synthesize the given product. (1) Given the product [F:1][C:2]1[CH:10]=[CH:9][C:5]([C:6]([O:8][CH2:18][CH3:19])=[O:7])=[CH:4][C:3]=1[N+:11]([O-:13])=[O:12], predict the reactants needed to synthesize it. The reactants are: [F:1][C:2]1[CH:10]=[CH:9][C:5]([C:6]([OH:8])=[O:7])=[CH:4][C:3]=1[N+:11]([O-:13])=[O:12].S(OCC)(O[CH2:18][CH3:19])(=O)=O.C(=O)([O-])[O-].[K+].[K+]. (2) Given the product [ClH:41].[C:1]([NH:4][C:5]1[S:6][CH:7]=[C:8]([CH2:10][CH2:11][C:12]2[CH:33]=[CH:32][C:15]([CH2:16][NH:17][C:18]([NH:20][NH2:21])=[O:19])=[CH:14][C:13]=2[F:34])[N:9]=1)(=[O:3])[CH3:2], predict the reactants needed to synthesize it. The reactants are: [C:1]([NH:4][C:5]1[S:6][CH:7]=[C:8]([CH2:10][CH2:11][C:12]2[CH:33]=[CH:32][C:15]([CH2:16][NH:17][C:18]([NH:20][N:21](C([O-])=O)C(OC(C)(C)C)=O)=[O:19])=[CH:14][C:13]=2[F:34])[N:9]=1)(=[O:3])[CH3:2].O1CCOCC1.[ClH:41].